Dataset: Forward reaction prediction with 1.9M reactions from USPTO patents (1976-2016). Task: Predict the product of the given reaction. (1) Given the reactants [Cl:1][C:2]1[CH:3]=[CH:4][C:5]([CH3:21])=[C:6]([C:8](=[O:20])[CH2:9][CH2:10][N:11]([CH3:19])[C:12](=[O:18])[O:13][C:14]([CH3:17])([CH3:16])[CH3:15])[CH:7]=1.[BH4-].[Na+], predict the reaction product. The product is: [Cl:1][C:2]1[CH:3]=[CH:4][C:5]([CH3:21])=[C:6]([CH:8]([OH:20])[CH2:9][CH2:10][N:11]([CH3:19])[C:12](=[O:18])[O:13][C:14]([CH3:17])([CH3:15])[CH3:16])[CH:7]=1. (2) The product is: [Cl:1][C:2]1[CH:7]=[CH:6][C:5]([O:8][CH2:23][C:24]2[CH:29]=[CH:28][CH:27]=[C:26]([S:30]([CH3:33])(=[O:32])=[O:31])[CH:25]=2)=[CH:4][C:3]=1[N:9]1[C:13]2[CH:14]=[CH:15][CH:16]=[C:17]([C:18]([F:21])([F:19])[F:20])[C:12]=2[N:11]=[CH:10]1. Given the reactants [Cl:1][C:2]1[CH:7]=[CH:6][C:5]([OH:8])=[CH:4][C:3]=1[N:9]1[C:13]2[CH:14]=[CH:15][CH:16]=[C:17]([C:18]([F:21])([F:20])[F:19])[C:12]=2[N:11]=[CH:10]1.Br[CH2:23][C:24]1[CH:29]=[CH:28][CH:27]=[C:26]([S:30]([CH3:33])(=[O:32])=[O:31])[CH:25]=1, predict the reaction product. (3) Given the reactants [CH3:1][O:2][C:3]1[CH:12]=[C:11]([O:13][CH3:14])[CH:10]=[C:9]2[C:4]=1[C:5](=[O:40])[NH:6][C:7]([C:15]1[N:20]=[C:19]([C:21]3[CH:31]=[CH:30][C:24]([C:25]([N:27]([CH3:29])[CH3:28])=[O:26])=[CH:23][C:22]=3C)[C:18]([O:33][CH2:34][CH2:35][NH:36][CH:37]([CH3:39])[CH3:38])=[CH:17][CH:16]=1)=[N:8]2.BrCCOC1C(C2C=CC(C(N(C)C)=O)=CC=2[Cl:77])=NC(C2NC(=O)C3C(=CC(OC)=CC=3OC)N=2)=CC=1, predict the reaction product. The product is: [Cl:77][C:22]1[CH:23]=[C:24]([CH:30]=[CH:31][C:21]=1[C:19]1[C:18]([O:33][CH2:34][CH2:35][NH:36][CH:37]([CH3:38])[CH3:39])=[CH:17][CH:16]=[C:15]([C:7]2[NH:6][C:5](=[O:40])[C:4]3[C:9](=[CH:10][C:11]([O:13][CH3:14])=[CH:12][C:3]=3[O:2][CH3:1])[N:8]=2)[N:20]=1)[C:25]([N:27]([CH3:28])[CH3:29])=[O:26]. (4) Given the reactants Cl[C:2]1[N:7]=[C:6]([O:8][CH3:9])[N:5]=[C:4]([NH:10][CH2:11][CH2:12][C:13]2[CH:18]=[CH:17][C:16]([O:19][CH3:20])=[CH:15][CH:14]=2)[CH:3]=1.[CH3:21][O:22][C:23]1[CH:28]=[CH:27][C:26](B(O)O)=[CH:25][N:24]=1.C([O-])([O-])=O.[Cs+].[Cs+], predict the reaction product. The product is: [CH3:9][O:8][C:6]1[N:5]=[C:4]([NH:10][CH2:11][CH2:12][C:13]2[CH:18]=[CH:17][C:16]([O:19][CH3:20])=[CH:15][CH:14]=2)[CH:3]=[C:2]([C:26]2[CH:25]=[N:24][C:23]([O:22][CH3:21])=[CH:28][CH:27]=2)[N:7]=1. (5) Given the reactants [CH:1]12[O:8][CH:5]([CH2:6][CH2:7]1)[CH2:4][N:3]([C:9]1[N:14]=[C:13]([C:15]3[CH:20]=[CH:19][C:18]([NH:21][C:22](=[O:37])[NH:23][CH:24]4[CH2:29][CH2:28][N:27](C(OC(C)(C)C)=O)[CH2:26][CH2:25]4)=[CH:17][CH:16]=3)[N:12]=[C:11]3[N:38]([CH:41]4[CH2:46][CH2:45][N:44]([C:47]([O:49][CH2:50][CH3:51])=[O:48])[CH2:43][CH2:42]4)[N:39]=[CH:40][C:10]=13)[CH2:2]2, predict the reaction product. The product is: [CH:1]12[O:8][CH:5]([CH2:6][CH2:7]1)[CH2:4][N:3]([C:9]1[N:14]=[C:13]([C:15]3[CH:20]=[CH:19][C:18]([NH:21][C:22]([NH:23][CH:24]4[CH2:25][CH2:26][NH:27][CH2:28][CH2:29]4)=[O:37])=[CH:17][CH:16]=3)[N:12]=[C:11]3[N:38]([CH:41]4[CH2:46][CH2:45][N:44]([C:47]([O:49][CH2:50][CH3:51])=[O:48])[CH2:43][CH2:42]4)[N:39]=[CH:40][C:10]=13)[CH2:2]2. (6) Given the reactants O[CH2:2][CH:3]([NH:6][C:7]1[CH:12]=[C:11]([CH3:13])[N:10]=[C:9]([O:14][C:15]2[C:20]([CH3:21])=[CH:19][C:18]([CH3:22])=[CH:17][C:16]=2[CH3:23])[C:8]=1[CH3:24])[CH2:4][CH3:5].C1(P([N:39]=[N+:40]=[N-:41])(C2C=CC=CC=2)=O)C=CC=CC=1, predict the reaction product. The product is: [N:39]([CH2:2][CH:3]([NH:6][C:7]1[CH:12]=[C:11]([CH3:13])[N:10]=[C:9]([O:14][C:15]2[C:20]([CH3:21])=[CH:19][C:18]([CH3:22])=[CH:17][C:16]=2[CH3:23])[C:8]=1[CH3:24])[CH2:4][CH3:5])=[N+:40]=[N-:41]. (7) Given the reactants [NH2:1][CH3:2].[O:3]=[C:4]1[CH2:12][C:11]2[C:6](=[CH:7][CH:8]=[C:9]([S:13](Cl)(=[O:15])=[O:14])[CH:10]=2)[NH:5]1, predict the reaction product. The product is: [CH3:2][NH:1][S:13]([C:9]1[CH:10]=[C:11]2[C:6](=[CH:7][CH:8]=1)[NH:5][C:4](=[O:3])[CH2:12]2)(=[O:15])=[O:14]. (8) Given the reactants [NH:1]1[CH2:6][CH2:5][NH:4][CH2:3][CH2:2]1.C(N(C(C)C)CC)(C)C.Cl[C:17]1[CH:22]=[CH:21][N:20]=[C:19]([NH:23][C:24]2[S:25][C:26]([C:29]3[CH:30]=[N:31][C:32]([CH3:35])=[CH:33][CH:34]=3)=[CH:27][N:28]=2)[CH:18]=1, predict the reaction product. The product is: [CH3:35][C:32]1[N:31]=[CH:30][C:29]([C:26]2[S:25][C:24]([NH:23][C:19]3[CH:18]=[C:17]([N:1]4[CH2:6][CH2:5][NH:4][CH2:3][CH2:2]4)[CH:22]=[CH:21][N:20]=3)=[N:28][CH:27]=2)=[CH:34][CH:33]=1.